This data is from Experimentally validated miRNA-target interactions with 360,000+ pairs, plus equal number of negative samples. The task is: Binary Classification. Given a miRNA mature sequence and a target amino acid sequence, predict their likelihood of interaction. (1) The miRNA is hsa-miR-4775 with sequence UUAAUUUUUUGUUUCGGUCACU. The protein sequence of the target gene is MDALKSAGRALIRSPSLAKQSWAGGRHRKLPENWTDTRETLLEGMVFSLKYLGMTLVERPKGEELSAAAVKRIVATAKASGKKLQKVTLKVSPRGIILTDSLTSQLIENVSIYRISYCTADKMHDKVFAYIAQSQQNESLECHAFLCTKRKVAQAVTLTVAQAFKVAFEFWQVSKEEKEKREKANQEGGDVPGTRRDSTPSLKTLVATGNLLDLEEVAKAPLSTVSANTNNVDETPRPQVLGNNSVVWELDDGLDEAFSRLAQSRTNPQVLDTGLSAQDIHYAQCLSPTDWDKPDSSGID.... Result: 0 (no interaction). (2) The miRNA is hsa-miR-548as-5p with sequence AAAAGUAAUUGCGGGUUUUGCC. The protein sequence of the target gene is MVTVMPLEMEKTISKLMFDFQRSSTSDDDSGCALEEYAWVPPGLKPEQVHQYYSCLPEEKVPYVNSAGEKLRIKQLLHQLPPHDNEVRYCNSLDEEEKRELKLFSNQRKRENLGRGNVRPFPVTMTGAICEQCGGQIKGGDIAVFASRAGHGICWHPPCFVCTVCNELLVDLIYFYQDGKIYCGRHHAECLKPRCAACDEIIFADECTEAEGRHWHMRHFCCFECETVLGGQRYIMKEGRPYCCHCFESLYAEYCDTCAQHIGIDQGQMTYDGQHWHATETCFCCAHCKKSLLGRPFLPK.... Result: 0 (no interaction). (3) The miRNA is dre-miR-199-5p with sequence CCCAGUGUUCAGACUACCUGUUC. Result: 0 (no interaction). The protein sequence of the target gene is MTNMETTAQAGSSVRVWMACLLLIFPTTVIGPKVTQPEVDTPLGRVRGRQVGVKDTDRMVNVFLGIPFAQAPLGPLRFSAPLPPQPWEGVRDASINPPMCLQDVERMSNSRFTLNEKMKIFPISEDCLTLNIYSPTEITAGDKRPVMVWIHGGSLLVGSSTSHDGSALAAYGDVVVVTVQYRLGIFGFLSTGDKHMPGNRGFLDVVAALRWVQGNIAPFGGDPNCVTIFGNSAGGIIVSSLLLSPMSAGLFHRAISQSGVVISKILEDLNAWSEAQNFANSVACGSASPAELVQCLLQKE.... (4) The miRNA is hsa-miR-4733-3p with sequence CCACCAGGUCUAGCAUUGGGAU. The protein sequence of the target gene is MDIEDEENMSSSSTDVKENRNLDNVSPKDGSTPGPGEGSQLSNGGGGGPGRKRPLEEGSNGHSKYRLKKRRKTPGPVLPKNALMQLNEIKPGLQYTLLSQTGPVHAPLFVMSVEVNGQVFEGSGPTKKKAKLHAAEKALRSFVQFPNASEAHLAMGRTLSVNTDFTSDQADFPDTLFNGFETPDKAEPPFYVGSNGDDSFSSSGDLSLSASPVPASLAQPPLPVLPPFPPPSGKNPVMILNELRPGLKYDFLSESGESHAKSFVMSVVVDGQFFEGSGRNKKLAKARAAQSALAAIFNLH.... Result: 0 (no interaction). (5) The miRNA is mmu-miR-653-5p with sequence GUGUUGAAACAAUCUCUACUG. The protein sequence of the target gene is MNGFSTEEDSREGPPAAPAAAPGYGQSCCLIADGERCVRPAGNASFSKRVQKSISQKKLKLDIDKSVRHLYICDFHKNFIQSVRNKRKRKASDDGGDSPEHDADIPEVDLFQLQVNTLRRYKRHYKLQTRPGFNKAQLAETVSRHFRNIPVNEKETLAYFIYMVKSNRSRLDQKSEGSKQLE. Result: 0 (no interaction). (6) The miRNA is mmu-miR-6948-5p with sequence AGUUCAGACAGGACUGUGACAC. The protein sequence of the target gene is MSLSSGACGGKGVDANPVETYDSGDEWDIGVGNLIIDLDADLEKDQQKLEMSGSKEVGIPAPNAVATLPDNIKFVTPVPGPQGKEGKSKSKRSKSGKDASKPTPGTSLFSPSEGAASKKEVQGRAGDGASAGGLVAAVAPKGSEKAAKASRSVAGSKKEKENSSSKGKKERSEGVGTCSEKDPGVLQPVPLGGRGSQYDGSAGMDTGTVEPLGSIAIEPGAALNPLGTKPEPEEGENECRPLKKVKSEKMESPVSTPAVLPLHLLVPVVNNDISSPCEQIMVRTRSVGVNTCDVALATEP.... Result: 0 (no interaction). (7) The miRNA is hsa-miR-4431 with sequence GCGACUCUGAAAACUAGAAGGU. The protein sequence of the target gene is MPGARDALCHQALQLLAELCARGALEHDSCQDFIYHLRDRARPRLRDPDISVSLLTLVVTACGLALFGVSLFVSWKLCWVPWRERGLPSGSKDNNQEPLNYMDTETNEQENSEDFLDPPTPCPDSSMKISHTSPDIPLSTQTGIQENCAHGVRVQRQVTEPTSSARHNSIRRQLNLSNPDFNIQQLQKQEQLTGIGRIKPELYKQRSLDNDDGRRSNSKACGKLNFILKYDCDLEQLIVKIHKAVNLPAKDFSGTSDPYVKIYLLPDRKTKHQTKVHRKTLNPVFDEVFLFPVPYNDLEA.... Result: 0 (no interaction).